Task: Predict the reaction yield, written as a fraction of the theoretical maximum amount of product (1.0 means a 100% yield; for example, 0.34 means a 34% yield).. Dataset: Reaction yield outcomes from USPTO patents with 853,638 reactions (1) The reactants are [CH3:1][C:2]1[CH:3]=[N+:4]([O-:9])[CH:5]=[C:6]([CH3:8])[CH:7]=1.C([Mg]Cl)(C)C.[I:15]I.CCOC(C)=O. The catalyst is C1COCC1. The product is [I:15][C:3]1[C:2]([CH3:1])=[CH:7][C:6]([CH3:8])=[CH:5][N+:4]=1[O-:9]. The yield is 0.363. (2) The reactants are [C:1]([O:5][C:6]([N:8]([CH2:10][C:11]([OH:13])=O)[CH3:9])=[O:7])([CH3:4])([CH3:3])[CH3:2].CCN(CC)CC.ClC(OCC(C)C)=O.Cl.[CH2:30]([O:32][C:33](=[O:37])[CH2:34][NH:35][CH3:36])[CH3:31]. The catalyst is C(Cl)Cl. The product is [CH2:30]([O:32][C:33](=[O:37])[CH2:34][N:35]([C:11](=[O:13])[CH2:10][N:8]([C:6]([O:5][C:1]([CH3:2])([CH3:3])[CH3:4])=[O:7])[CH3:9])[CH3:36])[CH3:31]. The yield is 0.220.